Dataset: Forward reaction prediction with 1.9M reactions from USPTO patents (1976-2016). Task: Predict the product of the given reaction. (1) Given the reactants C[O:2][C:3](=[O:20])[CH:4]([OH:19])[C:5]1[CH:14]=[C:13]2[C:8]([CH2:9][CH2:10][C:11](=[O:16])[N:12]2[CH3:15])=[CH:7][C:6]=1[O:17][CH3:18].[Cr](O)(O)(=O)=O, predict the reaction product. The product is: [CH3:18][O:17][C:6]1[CH:7]=[C:8]2[C:13](=[CH:14][C:5]=1[C:4](=[O:19])[C:3]([OH:20])=[O:2])[N:12]([CH3:15])[C:11](=[O:16])[CH2:10][CH2:9]2. (2) Given the reactants [C:1]([Cu])#[N:2].Br[C:5]1[CH:10]=[C:9]([F:11])[C:8]([NH2:12])=[C:7]([F:13])[CH:6]=1, predict the reaction product. The product is: [NH2:12][C:8]1[C:9]([F:11])=[CH:10][C:5]([C:1]#[N:2])=[CH:6][C:7]=1[F:13]. (3) Given the reactants [F:1][C:2]1[C:3]([CH3:39])=[C:4]([CH:36]=[CH:37][CH:38]=1)[O:5][C:6]1[C:15]2[C:14](=[O:16])[N:13]([CH2:17][C@@H:18]3[CH2:22][O:21][C:20]([CH3:24])([CH3:23])[O:19]3)C(=O)[N:11]([C:26]3[CH:31]=[CH:30][C:29]([I:32])=[CH:28][C:27]=3[F:33])[C:10]=2[N:9]([CH3:34])[C:8](=[O:35])[CH:7]=1.[OH-].[Li+].C(OCC)(=O)C, predict the reaction product. The product is: [F:1][C:2]1[C:3]([CH3:39])=[C:4]([CH:36]=[CH:37][CH:38]=1)[O:5][C:6]1[C:15]([C:14]([NH:13][CH2:17][C@@H:18]2[CH2:22][O:21][C:20]([CH3:23])([CH3:24])[O:19]2)=[O:16])=[C:10]([NH:11][C:26]2[CH:31]=[CH:30][C:29]([I:32])=[CH:28][C:27]=2[F:33])[N:9]([CH3:34])[C:8](=[O:35])[CH:7]=1.